This data is from Forward reaction prediction with 1.9M reactions from USPTO patents (1976-2016). The task is: Predict the product of the given reaction. Given the reactants CC(C)([O-])C.[K+].[CH3:7][C:8]1[CH:13]=[CH:12][CH:11]=[CH:10][C:9]=1[N+:14]([O-:16])=[O:15].[CH2:17]([O:19][C:20](=[O:24])[CH:21](Cl)[CH3:22])[CH3:18].C([O-])(O)=O.[Na+], predict the reaction product. The product is: [CH3:7][C:8]1[CH:13]=[C:12]([CH:21]([CH3:22])[C:20]([O:19][CH2:17][CH3:18])=[O:24])[CH:11]=[CH:10][C:9]=1[N+:14]([O-:16])=[O:15].